This data is from Catalyst prediction with 721,799 reactions and 888 catalyst types from USPTO. The task is: Predict which catalyst facilitates the given reaction. (1) Reactant: [NH2:1][C:2]1[NH:6][N:5]=[C:4]([NH:7][C:8]2[CH:13]=[CH:12][C:11]([N+:14]([O-:16])=[O:15])=[CH:10][CH:9]=2)[C:3]=1[C:17]#[N:18].C(=O)([O-])[O-:20].[K+].[K+].OO. Product: [NH2:1][C:2]1[NH:6][N:5]=[C:4]([NH:7][C:8]2[CH:9]=[CH:10][C:11]([N+:14]([O-:16])=[O:15])=[CH:12][CH:13]=2)[C:3]=1[C:17]([NH2:18])=[O:20]. The catalyst class is: 16. (2) Reactant: [CH3:1][C:2]([CH3:10])([CH3:9])[C@@H:3]([C:5]([O:7][CH3:8])=[O:6])[NH2:4].[C:11]([O-])(O)=[O:12].[Na+].ClC(Cl)(OC(=O)OC(Cl)(Cl)Cl)Cl. Product: [CH3:1][C:2]([CH3:10])([CH3:9])[C@@H:3]([C:5]([O:7][CH3:8])=[O:6])[N:4]=[C:11]=[O:12]. The catalyst class is: 2. (3) Reactant: [N:1]1([C:5]2[N:10]=[CH:9][C:8]([NH:11][C:12](=[O:20])OC3C=CC=CC=3)=[CH:7][CH:6]=2)[CH2:4][CH2:3][CH2:2]1.[CH3:21][CH:22]1[CH2:27][CH2:26][N:25]([C:28]2[C:33]([CH2:34][NH2:35])=[CH:32][CH:31]=[C:30]([C:36]([F:39])([F:38])[F:37])[N:29]=2)[CH2:24][CH2:23]1.C(N(CC)CC)C. Product: [N:1]1([C:5]2[N:10]=[CH:9][C:8]([NH:11][C:12]([NH:35][CH2:34][C:33]3[C:28]([N:25]4[CH2:26][CH2:27][CH:22]([CH3:21])[CH2:23][CH2:24]4)=[N:29][C:30]([C:36]([F:39])([F:37])[F:38])=[CH:31][CH:32]=3)=[O:20])=[CH:7][CH:6]=2)[CH2:2][CH2:3][CH2:4]1. The catalyst class is: 58. (4) Reactant: O1CCOCC1.[NH2:7][C@@H:8]([CH2:12][CH2:13][CH2:14][CH2:15][NH:16][C:17](=[O:40])[C@@H:18]([NH:26][C:27]([O:29][CH2:30][C:31]1[CH:36]=[CH:35][C:34]([N:37]=[N+:38]=[N-:39])=[CH:33][CH:32]=1)=[O:28])[CH2:19][S:20][S:21][C:22]([CH3:25])([CH3:24])[CH3:23])[C:9]([OH:11])=[O:10].C(=O)(O)[O-].[Na+].[CH3:46][C:47]([O:50][C:51](O[C:51]([O:50][C:47]([CH3:49])([CH3:48])[CH3:46])=[O:52])=[O:52])([CH3:49])[CH3:48]. Product: [N:37]([C:34]1[CH:35]=[CH:36][C:31]([CH2:30][O:29][C:27]([NH:26][C@@H:18]([CH2:19][S:20][S:21][C:22]([CH3:25])([CH3:23])[CH3:24])[C:17]([NH:16][CH2:15][CH2:14][CH2:13][CH2:12][C@H:8]([NH:7][C:51]([O:50][C:47]([CH3:49])([CH3:48])[CH3:46])=[O:52])[C:9]([OH:11])=[O:10])=[O:40])=[O:28])=[CH:32][CH:33]=1)=[N+:38]=[N-:39]. The catalyst class is: 6. (5) Reactant: [CH2:1]([C:3]1([CH2:15][CH3:16])[CH2:14][CH2:13][C:6]2=[C:7]([C:10]([OH:12])=[O:11])[S:8][CH:9]=[C:5]2[CH2:4]1)[CH3:2].[Li][CH2:18]CCC.CI. Product: [CH2:15]([C:3]1([CH2:1][CH3:2])[CH2:14][CH2:13][C:6]2=[C:7]([C:10]([OH:12])=[O:11])[S:8][C:9]([CH3:18])=[C:5]2[CH2:4]1)[CH3:16]. The catalyst class is: 23. (6) Reactant: [C:1]([O:5][C:6]([NH:8][CH2:9][CH:10]([OH:20])[CH2:11][NH:12][C:13]([O:15][C:16]([CH3:19])([CH3:18])[CH3:17])=[O:14])=[O:7])([CH3:4])([CH3:3])[CH3:2].C(N(CC)CC)C.[S:28](Cl)([C:31]1[CH:37]=[CH:36][C:34]([CH3:35])=[CH:33][CH:32]=1)(=[O:30])=[O:29].[Cl-]. Product: [C:1]([O:5][C:6]([NH:8][CH2:9][CH:10]([O:20][S:28]([C:31]1[CH:37]=[CH:36][C:34]([CH3:35])=[CH:33][CH:32]=1)(=[O:30])=[O:29])[CH2:11][NH:12][C:13]([O:15][C:16]([CH3:19])([CH3:18])[CH3:17])=[O:14])=[O:7])([CH3:4])([CH3:3])[CH3:2]. The catalyst class is: 46.